Task: Predict the reactants needed to synthesize the given product.. Dataset: Full USPTO retrosynthesis dataset with 1.9M reactions from patents (1976-2016) (1) Given the product [CH:1]1([CH:4]([C:11]2[CH:16]=[C:15]([O:17][CH2:18][C:19]3[CH:20]=[N:21][C:22]([C:26]4[CH:31]=[C:30]([O:32][CH3:33])[CH:29]=[CH:28][C:27]=4[F:34])=[C:23]([O:25][CH2:36][C:37]([CH3:40])([CH3:39])[CH3:38])[CH:24]=3)[N:14]=[CH:13][N:12]=2)[CH2:5][C:6]([O:8][CH2:9][CH3:10])=[O:7])[CH2:3][CH2:2]1, predict the reactants needed to synthesize it. The reactants are: [CH:1]1([CH:4]([C:11]2[CH:16]=[C:15]([O:17][CH2:18][C:19]3[CH:20]=[N:21][C:22]([C:26]4[CH:31]=[C:30]([O:32][CH3:33])[CH:29]=[CH:28][C:27]=4[F:34])=[C:23]([OH:25])[CH:24]=3)[N:14]=[CH:13][N:12]=2)[CH2:5][C:6]([O:8][CH2:9][CH3:10])=[O:7])[CH2:3][CH2:2]1.Br[CH2:36][C:37]([CH3:40])([CH3:39])[CH3:38].C(=O)([O-])[O-].[Cs+].[Cs+].O. (2) Given the product [CH2:25]([C@@H:32]1[CH2:36][O:35][C:34](=[O:37])[N:33]1[C:38](=[O:47])[C@H:39]([C@H:4]1[N:3]([C:8]([O:10][C:11]([CH3:14])([CH3:13])[CH3:12])=[O:9])[C:2]([CH3:15])([CH3:1])[CH2:6][CH2:5]1)[C:40]1[CH:41]=[CH:42][C:43]([Cl:46])=[CH:44][CH:45]=1)[C:26]1[CH:31]=[CH:30][CH:29]=[CH:28][CH:27]=1, predict the reactants needed to synthesize it. The reactants are: [CH3:1][C:2]1([CH3:15])[CH2:6][CH2:5][C:4](=O)[N:3]1[C:8]([O:10][C:11]([CH3:14])([CH3:13])[CH3:12])=[O:9].CC(C[AlH]CC(C)C)C.[CH2:25]([C@@H:32]1[CH2:36][O:35][C:34](=[O:37])[N:33]1[C:38](=[O:47])[CH2:39][C:40]1[CH:45]=[CH:44][C:43]([Cl:46])=[CH:42][CH:41]=1)[C:26]1[CH:31]=[CH:30][CH:29]=[CH:28][CH:27]=1.C(N(C(C)C)CC)(C)C.OC1N(C(OC(C)(C)C)=O)C(C)(C)CC1. (3) Given the product [ClH:1].[NH2:60][C@H:59]([C:68]([O:70][CH2:71][C:72]1[CH:73]=[CH:74][CH:75]=[CH:76][CH:77]=1)=[O:69])[CH2:58][C:46]1[CH:45]=[C:44]([C:32]2[CH:33]=[CH:34][C:35]([O:36][CH2:37][C:38]3[CH:43]=[CH:42][CH:41]=[CH:40][CH:39]=3)=[C:30]([CH2:29][C@H:19]([NH:18][C:16]([O:15][CH2:8][C:9]3[CH:14]=[CH:13][CH:12]=[CH:11][CH:10]=3)=[O:17])[C:20]([O:22][CH2:23][CH2:24][Si:25]([CH3:28])([CH3:27])[CH3:26])=[O:21])[CH:31]=2)[CH:49]=[CH:48][C:47]=1[O:50][CH2:51][C:52]1[CH:57]=[CH:56][CH:55]=[CH:54][CH:53]=1, predict the reactants needed to synthesize it. The reactants are: [ClH:1].O1CCOCC1.[CH2:8]([O:15][C:16]([NH:18][C@@H:19]([CH2:29][C:30]1[CH:31]=[C:32]([C:44]2[CH:49]=[CH:48][C:47]([O:50][CH2:51][C:52]3[CH:57]=[CH:56][CH:55]=[CH:54][CH:53]=3)=[C:46]([CH2:58][C@@H:59]([C:68]([O:70][CH2:71][C:72]3[CH:77]=[CH:76][CH:75]=[CH:74][CH:73]=3)=[O:69])[NH:60]C(OC(C)(C)C)=O)[CH:45]=2)[CH:33]=[CH:34][C:35]=1[O:36][CH2:37][C:38]1[CH:43]=[CH:42][CH:41]=[CH:40][CH:39]=1)[C:20]([O:22][CH2:23][CH2:24][Si:25]([CH3:28])([CH3:27])[CH3:26])=[O:21])=[O:17])[C:9]1[CH:14]=[CH:13][CH:12]=[CH:11][CH:10]=1. (4) Given the product [CH3:22][O:23][C:4]1[CH:3]=[C:11]([C:12]2[CH:16]=[N:15][NH:14][CH:13]=2)[CH:10]=[CH:9][C:5]=1[C:6]([OH:8])=[O:7], predict the reactants needed to synthesize it. The reactants are: CO[C:3]1[CH:4]=[C:5]([CH:9]=[CH:10][C:11]=1[C:12]1[CH:13]=[N:14][NH:15][CH:16]=1)[C:6]([OH:8])=[O:7].BrC1C=CC([C:22](OC)=[O:23])=C(OC)C=1. (5) The reactants are: [N:1]1([CH:6]([CH3:10])[CH2:7][CH2:8][OH:9])[CH2:5][CH2:4][CH2:3][CH2:2]1.[N+:11]([C:14]1[CH:19]=[CH:18][C:17](F)=[CH:16][CH:15]=1)([O-])=O. Given the product [N:1]1([CH:6]([CH3:10])[CH2:7][CH2:8][O:9][C:17]2[CH:18]=[CH:19][C:14]([NH2:11])=[CH:15][CH:16]=2)[CH2:5][CH2:4][CH2:3][CH2:2]1, predict the reactants needed to synthesize it. (6) Given the product [ClH:29].[S:20]1[C:21]2[C:22](=[N:23][CH:24]=[CH:25][CH:26]=2)[N:27]=[C:19]1[O:18][C:16]1[CH:15]=[CH:14][C:13]2[C:9]([CH2:8][NH2:7])=[CH:10][O:11][C:12]=2[CH:17]=1, predict the reactants needed to synthesize it. The reactants are: C(OC(=O)[NH:7][CH2:8][C:9]1[C:13]2[CH:14]=[CH:15][C:16]([O:18][C:19]3[S:20][C:21]4[C:22]([N:27]=3)=[N:23][CH:24]=[CH:25][CH:26]=4)=[CH:17][C:12]=2[O:11][CH:10]=1)(C)(C)C.[ClH:29]. (7) Given the product [O:10]1[CH2:11][CH2:12][N:7]([C:6]2[CH2:5][O:4][C:3](=[O:13])[C:2]=2[C:22]2[CH:23]=[CH:24][C:25]([O:26][CH2:27][C:28]3[CH:37]=[CH:36][C:35]4[C:30](=[CH:31][CH:32]=[CH:33][CH:34]=4)[N:29]=3)=[CH:38][CH:39]=2)[CH2:8][CH2:9]1, predict the reactants needed to synthesize it. The reactants are: Br[C:2]1[C:3](=[O:13])[O:4][CH2:5][C:6]=1[N:7]1[CH2:12][CH2:11][O:10][CH2:9][CH2:8]1.CC1(C)C(C)(C)OB([C:22]2[CH:39]=[CH:38][C:25]([O:26][CH2:27][C:28]3[CH:37]=[CH:36][C:35]4[C:30](=[CH:31][CH:32]=[CH:33][CH:34]=4)[N:29]=3)=[CH:24][CH:23]=2)O1.C([O-])([O-])=O.[Cs+].[Cs+].